This data is from Full USPTO retrosynthesis dataset with 1.9M reactions from patents (1976-2016). The task is: Predict the reactants needed to synthesize the given product. (1) Given the product [Br:30][CH2:31]/[CH:32]=[CH:33]/[C:34]([NH:20][C:17]1[CH:18]=[C:19]2[C:14](=[CH:15][C:16]=1[O:21][CH3:22])[N:13]=[CH:12][N:11]=[C:10]2[NH:9][C:4]1[CH:5]=[CH:6][C:7]([F:8])=[C:2]([Cl:1])[CH:3]=1)=[O:35], predict the reactants needed to synthesize it. The reactants are: [Cl:1][C:2]1[CH:3]=[C:4]([NH:9][C:10]2[C:19]3[C:14](=[CH:15][C:16]([O:21][CH3:22])=[C:17]([NH2:20])[CH:18]=3)[N:13]=[CH:12][N:11]=2)[CH:5]=[CH:6][C:7]=1[F:8].C(N(CC)CC)C.[Br:30][CH2:31]/[CH:32]=[CH:33]/[C:34](Cl)=[O:35]. (2) Given the product [CH3:27][C:19]1[CH:18]=[CH:17][C:16]([C:14]([N:11]2[CH2:12][CH2:13][CH:8]([C:5]3[CH:6]=[CH:7][C:2]([C:33]4[CH:38]=[CH:37][CH:36]=[CH:35][N:34]=4)=[CH:3][CH:4]=3)[CH2:9][CH2:10]2)=[O:15])=[CH:21][C:20]=1[NH:22][S:23]([CH3:26])(=[O:25])=[O:24], predict the reactants needed to synthesize it. The reactants are: Br[C:2]1[CH:7]=[CH:6][C:5]([CH:8]2[CH2:13][CH2:12][N:11]([C:14]([C:16]3[CH:17]=[CH:18][C:19]([CH3:27])=[C:20]([NH:22][S:23]([CH3:26])(=[O:25])=[O:24])[CH:21]=3)=[O:15])[CH2:10][CH2:9]2)=[CH:4][CH:3]=1.C([Sn](CCCC)(CCCC)[C:33]1[CH:38]=[CH:37][CH:36]=[CH:35][N:34]=1)CCC. (3) Given the product [NH2:1][C:2]1[C:11]([F:12])=[CH:10][C:9]([Br:17])=[CH:8][C:3]=1[C:4]([NH:6][CH3:7])=[O:5], predict the reactants needed to synthesize it. The reactants are: [NH2:1][C:2]1[C:11]([F:12])=[CH:10][CH:9]=[CH:8][C:3]=1[C:4]([NH:6][CH3:7])=[O:5].C(O)(=O)C.[Br:17]Br. (4) The reactants are: [OH:1][CH2:2][C:3]1([CH3:31])[S:9][CH2:8][CH2:7][N:6]2[C:10]([C:13]3([C:16]4[CH:21]=[CH:20][C:19]([C:22]5[CH:30]=[CH:29][C:25]([C:26](O)=[O:27])=[CH:24][N:23]=5)=[CH:18][CH:17]=4)[CH2:15][CH2:14]3)=[N:11][N:12]=[C:5]2[CH2:4]1.Cl.[CH3:33][NH:34][CH3:35].Cl.C(N=C=NCCCN(C)C)C.C(=O)([O-])O.[Na+]. Given the product [OH:1][CH2:2][C:3]1([CH3:31])[S:9][CH2:8][CH2:7][N:6]2[C:10]([C:13]3([C:16]4[CH:17]=[CH:18][C:19]([C:22]5[CH:30]=[CH:29][C:25]([C:26]([N:34]([CH3:35])[CH3:33])=[O:27])=[CH:24][N:23]=5)=[CH:20][CH:21]=4)[CH2:14][CH2:15]3)=[N:11][N:12]=[C:5]2[CH2:4]1, predict the reactants needed to synthesize it. (5) Given the product [F:1][C:2]1[CH:18]=[CH:17][CH:16]=[C:15]([N+:19]([O-:21])=[O:20])[C:3]=1[C:4]([Cl:24])=[N:6][C:7]1[C:12]([F:13])=[CH:11][N:10]=[CH:9][C:8]=1[F:14], predict the reactants needed to synthesize it. The reactants are: [F:1][C:2]1[CH:18]=[CH:17][CH:16]=[C:15]([N+:19]([O-:21])=[O:20])[C:3]=1[C:4]([NH:6][C:7]1[C:12]([F:13])=[CH:11][N:10]=[CH:9][C:8]=1[F:14])=O.S(Cl)([Cl:24])=O. (6) The reactants are: [Br:1][C:2]1[CH:3]=[CH:4][C:5](Cl)=[N:6][CH:7]=1.[NH:9]1[CH:13]=[CH:12][N:11]=[N:10]1.C(=O)([O-])[O-].[K+].[K+].O. Given the product [Br:1][C:2]1[CH:3]=[CH:4][C:5]([N:9]2[CH:13]=[CH:12][N:11]=[N:10]2)=[N:6][CH:7]=1, predict the reactants needed to synthesize it.